From a dataset of Aqueous solubility values for 9,982 compounds from the AqSolDB database. Regression/Classification. Given a drug SMILES string, predict its absorption, distribution, metabolism, or excretion properties. Task type varies by dataset: regression for continuous measurements (e.g., permeability, clearance, half-life) or binary classification for categorical outcomes (e.g., BBB penetration, CYP inhibition). For this dataset (solubility_aqsoldb), we predict Y. (1) The compound is CCCCCCCCCCCCOP(=O)([O-])O.[K+]. The Y is -3.78 log mol/L. (2) The Y is -8.19 log mol/L. The drug is CCC(CC)CO[Si](OCC(CC)CC)(OCC(CC)CC)OCC(CC)CC. (3) The molecule is CC(C)OC=O. The Y is -0.630 log mol/L. (4) The compound is CN1C(C)(C)CC(OC(=O)CC(C(=O)OC2CC(C)(C)N(C)C(C)(C)C2)C(CC(=O)OC2CC(C)(C)N(C)C(C)(C)C2)C(=O)OC2CC(C)(C)N(C)C(C)(C)C2)CC1(C)C. The Y is -4.67 log mol/L. (5) The compound is C#CC1(OC(=O)C(C)(C)C)CCC2C3CCC4=CC(=O)CCC4C3CCC21C. The Y is -7.16 log mol/L. (6) The compound is CN[C@@H](C)[C@H](O)c1ccccc1.[Cl-].[H+]. The Y is -0.00367 log mol/L. (7) The compound is O=NN(CCCl)C(=O)NC1CCCCC1. The Y is -3.37 log mol/L.